This data is from Forward reaction prediction with 1.9M reactions from USPTO patents (1976-2016). The task is: Predict the product of the given reaction. (1) Given the reactants [NH2:1][C:2]1[N:7]=[CH:6][N:5]=[C:4]2[NH:8][N:9]=[C:10]([C:11]#[N:12])[C:3]=12.[H-].[Na+].[F:15][C:16]1[CH:17]=[C:18]2[C:23](=[CH:24][CH:25]=1)[N:22]=[CH:21][C:20]([C:26]1[CH:31]=[CH:30][CH:29]=[CH:28][N:27]=1)=[CH:19]2.C(=O)([O-])[O-].[K+].[K+].[CH3:38][CH2:39]OCC, predict the reaction product. The product is: [NH2:1][C:2]1[N:7]=[CH:6][N:5]=[C:4]2[N:8]([C@H:38]([C:21]3[C:20]([C:26]4[CH:31]=[CH:30][CH:29]=[CH:28][N:27]=4)=[CH:19][C:18]4[C:23](=[CH:24][CH:25]=[C:16]([F:15])[CH:17]=4)[N:22]=3)[CH3:39])[N:9]=[C:10]([C:11]#[N:12])[C:3]=12. (2) Given the reactants [Br:1][C:2]1[CH:3]=[C:4]2[C:9](=[CH:10][CH:11]=1)[CH:8]=[C:7]([S:12]([N:15]1[CH2:20][CH2:19][N:18]([C:21]([CH:23]3[CH2:28][CH2:27][N:26]([C:29]4[CH:34]=[CH:33][N:32]=[CH:31][CH:30]=4)[CH2:25][CH2:24]3)=[O:22])[CH:17]([C:35](O)=[O:36])[CH2:16]1)(=[O:14])=[O:13])[CH:6]=[CH:5]2.[NH:38]1[CH2:43][CH2:42][O:41][CH2:40][CH2:39]1, predict the reaction product. The product is: [Br:1][C:2]1[CH:3]=[C:4]2[C:9](=[CH:10][CH:11]=1)[CH:8]=[C:7]([S:12]([N:15]1[CH2:20][CH2:19][N:18]([C:21]([CH:23]3[CH2:24][CH2:25][N:26]([C:29]4[CH:30]=[CH:31][N:32]=[CH:33][CH:34]=4)[CH2:27][CH2:28]3)=[O:22])[CH:17]([C:35]([N:38]3[CH2:43][CH2:42][O:41][CH2:40][CH2:39]3)=[O:36])[CH2:16]1)(=[O:13])=[O:14])[CH:6]=[CH:5]2. (3) Given the reactants [CH3:1][C:2]([CH:4]1[CH2:9][CH2:8][CH2:7][CH2:6][CH2:5]1)=[O:3].[H-].[Na+].[C:12](OCC)(=[O:18])[C:13]([O:15][CH2:16][CH3:17])=[O:14].CCOCC, predict the reaction product. The product is: [CH:4]1([C:2](=[O:3])/[CH:1]=[C:12](\[OH:18])/[C:13]([O:15][CH2:16][CH3:17])=[O:14])[CH2:9][CH2:8][CH2:7][CH2:6][CH2:5]1. (4) Given the reactants Cl.[CH3:2][C:3]1([CH3:19])[C:11]2[C:6](=[N:7][CH:8]=[CH:9][N:10]=2)[N:5]([CH:12]2[CH2:17][CH2:16][NH:15][CH2:14][CH2:13]2)[C:4]1=[O:18].FC(F)(F)S(O[C:26]1[CH:35]=[CH:34][C:33]2[C:28](=[CH:29][CH:30]=[C:31]([F:36])[CH:32]=2)[N:27]=1)(=O)=O.CCN(C(C)C)C(C)C.O, predict the reaction product. The product is: [F:36][C:31]1[CH:32]=[C:33]2[C:28](=[CH:29][CH:30]=1)[N:27]=[C:26]([N:15]1[CH2:16][CH2:17][CH:12]([N:5]3[C:6]4=[N:7][CH:8]=[CH:9][N:10]=[C:11]4[C:3]([CH3:19])([CH3:2])[C:4]3=[O:18])[CH2:13][CH2:14]1)[CH:35]=[CH:34]2. (5) Given the reactants Br[C:2]1[N:3]=[CH:4][C:5]([C:8]([N:10]2[CH2:15][CH2:14][N:13]([C:16]3[C:21]([CH3:22])=[CH:20][C:19]([CH3:23])=[CH:18][N:17]=3)[CH2:12][CH2:11]2)=[O:9])=[N:6][CH:7]=1.[S:24]1(=[O:30])(=[O:29])[CH2:28][CH2:27][CH2:26][NH:25]1, predict the reaction product. The product is: [CH3:22][C:21]1[C:16]([N:13]2[CH2:14][CH2:15][N:10]([C:8]([C:5]3[CH:4]=[N:3][C:2]([N:25]4[CH2:26][CH2:27][CH2:28][S:24]4(=[O:30])=[O:29])=[CH:7][N:6]=3)=[O:9])[CH2:11][CH2:12]2)=[N:17][CH:18]=[C:19]([CH3:23])[CH:20]=1.